From a dataset of Forward reaction prediction with 1.9M reactions from USPTO patents (1976-2016). Predict the product of the given reaction. (1) Given the reactants [F:1][C:2]([F:7])([F:6])[C:3]([OH:5])=[O:4].[F:8][C:9]1[CH:14]=[CH:13][C:12]([C:15]2[N:16]=[C:17]([NH:20][CH2:21][C:22]([OH:24])=O)[S:18][CH:19]=2)=[CH:11][CH:10]=1.[NH:25]1[CH2:30][CH2:29][CH2:28][CH2:27][CH2:26]1, predict the reaction product. The product is: [F:1][C:2]([F:7])([F:6])[C:3]([OH:5])=[O:4].[F:8][C:9]1[CH:10]=[CH:11][C:12]([C:15]2[N:16]=[C:17]([NH:20][CH2:21][C:22]([N:25]3[CH2:30][CH2:29][CH2:28][CH2:27][CH2:26]3)=[O:24])[S:18][CH:19]=2)=[CH:13][CH:14]=1. (2) Given the reactants [CH2:1]([C@@:4]1([O:32][CH2:33][C:34]2[CH:39]=[CH:38][CH:37]=[CH:36][CH:35]=2)[C@@H:8]([CH2:9][O:10][CH2:11][C:12]2[CH:17]=[CH:16][CH:15]=[CH:14][CH:13]=2)[O:7][C@@H:6]([N:18]2[CH:26]=[C:24]([CH3:25])[C:22](=[O:23])[NH:21][C:19]2=[O:20])[C@@H:5]1[O:27]S(C)(=O)=O)[CH:2]=[CH2:3], predict the reaction product. The product is: [CH2:1]([C@@:4]1([O:32][CH2:33][C:34]2[CH:39]=[CH:38][CH:37]=[CH:36][CH:35]=2)[C@@H:8]([CH2:9][O:10][CH2:11][C:12]2[CH:13]=[CH:14][CH:15]=[CH:16][CH:17]=2)[O:7][C@@H:6]([N:18]2[CH:26]=[C:24]([CH3:25])[C:22](=[O:23])[NH:21][C:19]2=[O:20])[C@H:5]1[OH:27])[CH:2]=[CH2:3]. (3) Given the reactants [CH3:1][O:2][C:3]1[CH:4]=[C:5]2[C:10](=[CH:11][C:12]=1[O:13][CH3:14])[N:9]=[CH:8][CH:7]=[C:6]2[O:15][C:16]1[CH:22]=[CH:21][C:19]([NH2:20])=[CH:18][CH:17]=1.C(N(CC)CC)C.Cl[C:31](Cl)([O:33]C(=O)OC(Cl)(Cl)Cl)Cl.[Cl:42][C:43]1[CH:48]=[CH:47][C:46]([C@H:49]([NH2:51])[CH3:50])=[CH:45][CH:44]=1, predict the reaction product. The product is: [Cl:42][C:43]1[CH:48]=[CH:47][C:46]([C@H:49]([NH:51][C:31]([NH:20][C:19]2[CH:21]=[CH:22][C:16]([O:15][C:6]3[C:5]4[C:10](=[CH:11][C:12]([O:13][CH3:14])=[C:3]([O:2][CH3:1])[CH:4]=4)[N:9]=[CH:8][CH:7]=3)=[CH:17][CH:18]=2)=[O:33])[CH3:50])=[CH:45][CH:44]=1. (4) The product is: [CH3:25][NH:26][CH:11]([CH2:13]/[CH:14]=[CH:15]/[C:16]1[CH:17]=[N:18][CH:19]=[C:20]([O:22][CH3:23])[CH:21]=1)[CH3:12]. Given the reactants C1(C)C=CC(S(O[CH:11]([CH2:13]/[CH:14]=[CH:15]/[C:16]2[CH:17]=[N:18][CH:19]=[C:20]([O:22][CH3:23])[CH:21]=2)[CH3:12])(=O)=O)=CC=1.[CH3:25][NH2:26], predict the reaction product. (5) Given the reactants [F:1][C:2]1[CH:7]=[CH:6][CH:5]=[CH:4][C:3]=1[F:8].C([Li])(CC)C.[CH2:14]([CH:19]1[CH2:24][CH2:23][C:22](=[O:25])[CH2:21][CH2:20]1)[CH2:15][CH2:16][CH2:17][CH3:18].Cl, predict the reaction product. The product is: [CH2:14]([CH:19]1[CH2:20][CH2:21][C:22]([C:4]2[CH:5]=[CH:6][CH:7]=[C:2]([F:1])[C:3]=2[F:8])([OH:25])[CH2:23][CH2:24]1)[CH2:15][CH2:16][CH2:17][CH3:18].